This data is from Reaction yield outcomes from USPTO patents with 853,638 reactions. The task is: Predict the reaction yield, written as a fraction of the theoretical maximum amount of product (1.0 means a 100% yield; for example, 0.34 means a 34% yield). (1) The reactants are [CH3:1][S:2]([C:5]1[CH:10]=[CH:9][C:8]([C:11]2[CH:16]=[CH:15][C:14]([O:17][CH2:18][CH:19]3[CH2:24][CH2:23][N:22]([C:25]#[N:26])[CH2:21][CH2:20]3)=[CH:13][CH:12]=2)=[CH:7][CH:6]=1)(=[O:4])=[O:3].Cl.[NH2:28][OH:29]. The catalyst is C(O)C. The product is [OH:29][NH:28][C:25]([N:22]1[CH2:21][CH2:20][CH:19]([CH2:18][O:17][C:14]2[CH:15]=[CH:16][C:11]([C:8]3[CH:9]=[CH:10][C:5]([S:2]([CH3:1])(=[O:3])=[O:4])=[CH:6][CH:7]=3)=[CH:12][CH:13]=2)[CH2:24][CH2:23]1)=[NH:26]. The yield is 0.930. (2) The reactants are [O:1]=[S:2]1(=[O:18])[CH2:6][CH:5]([C:7]([O:9]C)=[O:8])[N:4]([C:11]([O:13][C:14]([CH3:17])([CH3:16])[CH3:15])=[O:12])[CH2:3]1.O.[OH-].[Li+]. The catalyst is C1COCC1.O. The product is [C:14]([O:13][C:11]([N:4]1[CH:5]([C:7]([OH:9])=[O:8])[CH2:6][S:2](=[O:1])(=[O:18])[CH2:3]1)=[O:12])([CH3:17])([CH3:15])[CH3:16]. The yield is 0.920.